The task is: Predict which catalyst facilitates the given reaction.. This data is from Catalyst prediction with 721,799 reactions and 888 catalyst types from USPTO. (1) Reactant: ClCCl.C[O:5][C:6]1[C:15]2[C:10](=[C:11]([CH2:16][CH3:17])[CH:12]=[CH:13][CH:14]=2)[CH:9]=[CH:8][CH:7]=1.B(Br)(Br)Br. Product: [CH2:16]([C:11]1[CH:12]=[CH:13][CH:14]=[C:15]2[C:10]=1[CH:9]=[CH:8][CH:7]=[C:6]2[OH:5])[CH3:17]. The catalyst class is: 6. (2) Reactant: [CH3:1][O:2][C:3]1[CH:4]=[CH:5][C:6]([OH:11])=[C:7]([CH:10]=1)[CH:8]=O.C(=O)([O-])[O-].[K+].[K+].Br[CH2:19][C:20]([O:22][CH2:23][CH3:24])=[O:21]. Product: [CH3:1][O:2][C:3]1[CH:4]=[CH:5][C:6]2[O:11][C:19]([C:20]([O:22][CH2:23][CH3:24])=[O:21])=[CH:8][C:7]=2[CH:10]=1. The catalyst class is: 9. (3) Reactant: [I-].[NH2:2][N+:3]1[CH:8]=[CH:7][CH:6]=[CH:5][CH:4]=1.C(=O)([O-])[O-].[K+].[K+].[C:15](#[N:19])[CH2:16][C:17]#[N:18]. Product: [NH2:19][C:15]1[C:16]([C:17]#[N:18])=[C:4]2[CH:5]=[CH:6][CH:7]=[CH:8][N:3]2[N:2]=1. The catalyst class is: 8. (4) Reactant: [C:1]([C:5]1[CH:6]=[C:7]([NH:11][C:12](=[O:26])[C:13]2[CH:18]=[CH:17][CH:16]=[N:15][C:14]=2[C:19]2[CH:24]=[CH:23][CH:22]=[C:21]([F:25])[CH:20]=2)[CH:8]=[CH:9][CH:10]=1)([CH3:4])([CH3:3])[CH3:2].Cl. Product: [C:1]([C:5]1[CH:6]=[C:7]([NH:11][C:12]([CH:13]2[CH2:18][CH2:17][CH2:16][NH:15][CH:14]2[C:19]2[CH:24]=[CH:23][CH:22]=[C:21]([F:25])[CH:20]=2)=[O:26])[CH:8]=[CH:9][CH:10]=1)([CH3:4])([CH3:2])[CH3:3]. The catalyst class is: 810. (5) Reactant: C([N:8]1[C:17]2[C:12](=[CH:13][CH:14]=[CH:15][CH:16]=2)[C@H:11]([N:18]([CH:22]2[CH2:24][CH2:23]2)[C:19](=[O:21])[CH3:20])[CH2:10][C@@H:9]1[CH3:25])C1C=CC=CC=1.C([O-])=O.[NH4+]. Product: [CH:22]1([N:18]([C@H:11]2[C:12]3[C:17](=[CH:16][CH:15]=[CH:14][CH:13]=3)[NH:8][C@@H:9]([CH3:25])[CH2:10]2)[C:19](=[O:21])[CH3:20])[CH2:23][CH2:24]1. The catalyst class is: 29. (6) Reactant: [I:1][C:2]1[C:10]2[C:5](=[N:6][CH:7]=[N:8][C:9]=2[NH2:11])[NH:4][N:3]=1.[C:12]([O:16][C:17]([N:19]1[CH2:22][CH:21](OS(C)(=O)=O)[CH2:20]1)=[O:18])([CH3:15])([CH3:14])[CH3:13].C(=O)([O-])[O-].[Cs+].[Cs+]. Product: [C:12]([O:16][C:17]([N:19]1[CH2:22][CH:21]([N:4]2[C:5]3=[N:6][CH:7]=[N:8][C:9]([NH2:11])=[C:10]3[C:2]([I:1])=[N:3]2)[CH2:20]1)=[O:18])([CH3:15])([CH3:13])[CH3:14]. The catalyst class is: 204. (7) Reactant: FC(F)(F)S([O:6][S:7]([C:10]([F:13])([F:12])[F:11])(=[O:9])=[O:8])(=O)=O.[CH2:16]([N:18]1[C:22]2=[N:23][C:24]([C:33]([F:36])([F:35])[F:34])=[C:25]([C:28]([O:30][CH2:31][CH3:32])=[O:29])[C:26](O)=[C:21]2[CH:20]=[N:19]1)[CH3:17].C(OCC)(=O)CC(OCC)=O.C(N(CC)CC)C. Product: [CH2:16]([N:18]1[C:22]2=[N:23][C:24]([C:33]([F:36])([F:34])[F:35])=[C:25]([C:28]([O:30][CH2:31][CH3:32])=[O:29])[C:26]([O:6][S:7]([C:10]([F:11])([F:12])[F:13])(=[O:8])=[O:9])=[C:21]2[CH:20]=[N:19]1)[CH3:17]. The catalyst class is: 4.